From a dataset of Reaction yield outcomes from USPTO patents with 853,638 reactions. Predict the reaction yield, written as a fraction of the theoretical maximum amount of product (1.0 means a 100% yield; for example, 0.34 means a 34% yield). (1) The reactants are Cl[C:2]1[C:11]2[C:6](=[CH:7][C:8]([CH3:12])=[CH:9][CH:10]=2)[N:5]=[C:4]([C:13]2[CH:18]=[CH:17][CH:16]=[CH:15][C:14]=2[OH:19])[N:3]=1.[C:20]([O:24][C:25](=[O:32])[NH:26][C@H:27]1[CH2:31][CH2:30][NH:29][CH2:28]1)([CH3:23])([CH3:22])[CH3:21].C(N(CC)CC)C. The catalyst is C(Cl)Cl.O. The product is [C:20]([O:24][C:25](=[O:32])[NH:26][C@H:27]1[CH2:31][CH2:30][N:29]([C:2]2[C:11]3[C:6](=[CH:7][C:8]([CH3:12])=[CH:9][CH:10]=3)[N:5]=[C:4]([C:13]3[CH:18]=[CH:17][CH:16]=[CH:15][C:14]=3[OH:19])[N:3]=2)[CH2:28]1)([CH3:23])([CH3:21])[CH3:22]. The yield is 0.700. (2) The catalyst is CCO.C1COCC1. The yield is 0.780. The reactants are [C:1]([O:5][C:6]([NH:8][C@H:9]([CH2:23][CH:24]=[CH2:25])[CH2:10][O:11][CH2:12][C:13]1[CH:22]=[CH:21][CH:20]=[CH:19][C:14]=1[C:15](OC)=[O:16])=[O:7])([CH3:4])([CH3:3])[CH3:2].[Cl-].[Cl-].[Ca+2].[BH4-].[Na+]. The product is [C:1]([O:5][C:6](=[O:7])[NH:8][C@H:9]([CH2:23][CH:24]=[CH2:25])[CH2:10][O:11][CH2:12][C:13]1[CH:22]=[CH:21][CH:20]=[CH:19][C:14]=1[CH2:15][OH:16])([CH3:4])([CH3:3])[CH3:2]. (3) The reactants are C(OC(=O)[NH:10][CH2:11][CH2:12][CH2:13][CH2:14][C:15]1[CH:20]=[CH:19][C:18]([O:21][CH2:22][C:23](=[O:31])[NH:24][C:25]2[CH:30]=[CH:29][CH:28]=[CH:27][CH:26]=2)=[CH:17][CH:16]=1)C1C=CC=CC=1.C(O)(=O)C. The catalyst is C(O)C.C1COCC1.[Pd]. The product is [NH2:10][CH2:11][CH2:12][CH2:13][CH2:14][C:15]1[CH:20]=[CH:19][C:18]([O:21][CH2:22][C:23]([NH:24][C:25]2[CH:26]=[CH:27][CH:28]=[CH:29][CH:30]=2)=[O:31])=[CH:17][CH:16]=1. The yield is 0.970. (4) The reactants are [Cl:1][C:2]1[CH:10]=[CH:9][C:5]([C:6](Cl)=[O:7])=[CH:4][C:3]=1[C:11]1[O:15][N:14]=[C:13]([CH2:16][N:17]2[C:25]3[C:20](=[C:21]([C:28]([F:31])([F:30])[F:29])[C:22]([C:26]#[N:27])=[CH:23][CH:24]=3)[CH:19]=[C:18]2[CH2:32][CH2:33][CH3:34])[N:12]=1.[NH:35]([CH3:37])[CH3:36]. The catalyst is C1COCC1. The product is [Cl:1][C:2]1[CH:10]=[CH:9][C:5]([C:6]([N:35]([CH3:37])[CH3:36])=[O:7])=[CH:4][C:3]=1[C:11]1[O:15][N:14]=[C:13]([CH2:16][N:17]2[C:25]3[C:20](=[C:21]([C:28]([F:29])([F:30])[F:31])[C:22]([C:26]#[N:27])=[CH:23][CH:24]=3)[CH:19]=[C:18]2[CH2:32][CH2:33][CH3:34])[N:12]=1. The yield is 0.660.